From a dataset of Full USPTO retrosynthesis dataset with 1.9M reactions from patents (1976-2016). Predict the reactants needed to synthesize the given product. (1) Given the product [F:13][C:9]1[CH:8]=[C:3]2[C:4](=[O:6])[NH:47][N:48]=[C:35]3[C:36]4[C:2]2=[C:11]([NH:12][C:44]=4[CH2:45][N:33]([CH3:32])[CH2:34]3)[CH:10]=1, predict the reactants needed to synthesize it. The reactants are: Br[C:2]1[C:11]([NH2:12])=[CH:10][C:9]([F:13])=[CH:8][C:3]=1[C:4]([O:6]C)=O.O=C1CC(=O)CN(C(OCC2C=CC=CC=2)=O)C1.[CH3:32][N:33]1[CH2:45][C:44]2NC3C=CC=C4C(=O)[NH:47][N:48]=[C:35]([C:36]=2C=34)[CH2:34]1. (2) Given the product [CH2:1]([O:7][CH2:8][CH2:9][CH2:10][CH2:11][CH2:12][CH2:13][CH2:14][CH2:15][NH:27][C:28]1[CH:29]=[N:30][C:31]2[C:36]([CH:37]=1)=[CH:35][CH:34]=[CH:33][CH:32]=2)[CH2:2][CH2:3][CH2:4][CH2:5][CH3:6], predict the reactants needed to synthesize it. The reactants are: [CH2:1]([O:7][CH2:8][CH2:9][CH2:10][CH2:11][CH2:12][CH2:13][CH2:14][CH2:15]NC1C=C2C(=CC=1)N=CC=C2)[CH2:2][CH2:3][CH2:4][CH2:5][CH3:6].[NH2:27][C:28]1[CH:29]=[N:30][C:31]2[C:36]([CH:37]=1)=[CH:35][CH:34]=[CH:33][CH:32]=2.